This data is from Full USPTO retrosynthesis dataset with 1.9M reactions from patents (1976-2016). The task is: Predict the reactants needed to synthesize the given product. (1) Given the product [CH3:17][N:18]([CH3:23])[S:19]([N:1]1[C:5]2[CH2:6][CH2:7][CH2:8][CH2:9][C:4]=2[N:3]=[CH:2]1)(=[O:21])=[O:20], predict the reactants needed to synthesize it. The reactants are: [NH:1]1[C:5]2[CH2:6][CH2:7][CH2:8][CH2:9][C:4]=2[N:3]=[CH:2]1.C(N(CC)CC)C.[CH3:17][N:18]([CH3:23])[S:19](Cl)(=[O:21])=[O:20]. (2) Given the product [CH3:61][O:63][C:23]1[CH:24]=[CH:25][CH:18]=[CH:19][C:20]=1[CH2:21][NH:22][C:2]1[CH:16]=[CH:15][C:5]2[C:6](=[O:14])[NH:7][C:8]3[C:13]([C:4]=2[CH:3]=1)=[CH:12][CH:11]=[CH:10][N:9]=3, predict the reactants needed to synthesize it. The reactants are: Cl[C:2]1[CH:16]=[CH:15][C:5]2[C:6](=[O:14])[NH:7][C:8]3[C:13]([C:4]=2[CH:3]=1)=[CH:12][CH:11]=[CH:10][N:9]=3.F[C:18]1[CH:19]=[C:20]([CH:23]=[CH:24][CH:25]=1)[CH2:21][NH2:22].C1(P(C2CCCCC2)C2C=CC=CC=2C2C(C(C)C)=CC(C(C)C)=CC=2C(C)C)CCCCC1.C[C:61](C)([O-:63])C.[Na+]. (3) Given the product [CH3:7][N:6]1[C:2]([NH:11][CH:12]2[CH2:13][CH2:14][N:15]([C:18]([O:20][C:21]([CH3:24])([CH3:23])[CH3:22])=[O:19])[CH2:16][CH2:17]2)=[C:3]([N+:8]([O-:10])=[O:9])[CH:4]=[N:5]1, predict the reactants needed to synthesize it. The reactants are: Cl[C:2]1[N:6]([CH3:7])[N:5]=[CH:4][C:3]=1[N+:8]([O-:10])=[O:9].[NH2:11][CH:12]1[CH2:17][CH2:16][N:15]([C:18]([O:20][C:21]([CH3:24])([CH3:23])[CH3:22])=[O:19])[CH2:14][CH2:13]1. (4) Given the product [N+:1]([C:4]1[CH:5]=[C:6]([CH2:7][C:19]([N:13]2[CH2:17][CH2:16][CH2:15][CH2:14]2)=[O:18])[CH:10]=[CH:11][CH:12]=1)([O-:3])=[O:2], predict the reactants needed to synthesize it. The reactants are: [N+:1]([C:4]1[CH:5]=[C:6]([CH:10]=[CH:11][CH:12]=1)[C:7](O)=O)([O-:3])=[O:2].[NH:13]1[CH2:17][CH2:16][CH2:15][CH2:14]1.[OH:18][C:19]1C2N=NNC=2C=CC=1.CNC(N=C=NCC)CCNC.C(NC(C)C)(C)C. (5) Given the product [CH2:13]([N:12]1[C:8]([C:5]2[CH:6]=[CH:7][C:2]([C:29]3[CH:28]=[CH:27][CH:26]=[C:25]([S:22]([CH3:21])(=[O:24])=[O:23])[CH:30]=3)=[CH:3][CH:4]=2)=[CH:9][C:10]([C:17]([F:20])([F:19])[F:18])=[N:11]1)[CH:14]([CH3:16])[CH3:15], predict the reactants needed to synthesize it. The reactants are: Br[C:2]1[CH:7]=[CH:6][C:5]([C:8]2[N:12]([CH2:13][CH:14]([CH3:16])[CH3:15])[N:11]=[C:10]([C:17]([F:20])([F:19])[F:18])[CH:9]=2)=[CH:4][CH:3]=1.[CH3:21][S:22]([C:25]1[CH:26]=[C:27](B(O)O)[CH:28]=[CH:29][CH:30]=1)(=[O:24])=[O:23].C([O-])([O-])=O.[Na+].[Na+]. (6) Given the product [CH2:1]([O:4][C:5](=[O:37])[C@@H:6]([NH:25][C:26](=[O:36])[C:27]1[C:28]([Cl:35])=[CH:29][C:30]([O:34][CH2:48][CH2:47][CH2:46][NH:45][C:43]([O:42][C:38]([CH3:39])([CH3:41])[CH3:40])=[O:44])=[CH:31][C:32]=1[Cl:33])[CH2:7][C:8]1[CH:9]=[CH:10][C:11]([C:14]2[C:15](=[O:24])[N:16]([CH3:23])[C:17](=[O:22])[N:18]([CH3:21])[C:19]=2[CH3:20])=[CH:12][CH:13]=1)[CH2:2][CH3:3], predict the reactants needed to synthesize it. The reactants are: [CH2:1]([O:4][C:5](=[O:37])[C@@H:6]([NH:25][C:26](=[O:36])[C:27]1[C:32]([Cl:33])=[CH:31][C:30]([OH:34])=[CH:29][C:28]=1[Cl:35])[CH2:7][C:8]1[CH:13]=[CH:12][C:11]([C:14]2[C:15](=[O:24])[N:16]([CH3:23])[C:17](=[O:22])[N:18]([CH3:21])[C:19]=2[CH3:20])=[CH:10][CH:9]=1)[CH2:2][CH3:3].[C:38]([O:42][C:43]([NH:45][CH2:46][CH2:47][CH2:48]Br)=[O:44])([CH3:41])([CH3:40])[CH3:39].C(=O)([O-])[O-].[K+].[K+]. (7) The reactants are: [OH-].[Na+].[NH2:3][C@@H:4]([C:8]1[CH:13]=[CH:12][CH:11]=[CH:10][CH:9]=1)[C:5]([OH:7])=[O:6].[CH:14]1[CH:19]=[CH:18][C:17]([CH2:20][O:21][C:22](Cl)=[O:23])=[CH:16][CH:15]=1. Given the product [CH2:20]([O:21][C:22]([NH:3][C@@H:4]([C:8]1[CH:13]=[CH:12][CH:11]=[CH:10][CH:9]=1)[C:5]([OH:7])=[O:6])=[O:23])[C:17]1[CH:18]=[CH:19][CH:14]=[CH:15][CH:16]=1, predict the reactants needed to synthesize it. (8) The reactants are: CI.[CH2:3]([C:5]1[CH:6]=[N:7][C:8]([N:11]2[CH2:16][CH2:15][CH:14]([NH:17][C:18](=[O:32])[C@@H:19]([NH:24][C:25](=[O:31])[O:26][C:27]([CH3:30])([CH3:29])[CH3:28])[CH2:20][CH2:21]SC)[CH2:13][CH2:12]2)=[N:9][CH:10]=1)[CH3:4].[H-].[Na+].CN(C=O)C.[Cl-].[NH4+]. Given the product [CH2:3]([C:5]1[CH:6]=[N:7][C:8]([N:11]2[CH2:16][CH2:15][CH:14]([N:17]3[CH2:21][CH2:20][C@H:19]([NH:24][C:25](=[O:31])[O:26][C:27]([CH3:30])([CH3:29])[CH3:28])[C:18]3=[O:32])[CH2:13][CH2:12]2)=[N:9][CH:10]=1)[CH3:4], predict the reactants needed to synthesize it.